Dataset: Reaction yield outcomes from USPTO patents with 853,638 reactions. Task: Predict the reaction yield, written as a fraction of the theoretical maximum amount of product (1.0 means a 100% yield; for example, 0.34 means a 34% yield). The reactants are [F:1][C:2]([F:7])([F:6])[C:3]([OH:5])=[O:4].FC(F)(F)C(O)=O.[Cl:15][C:16]1[CH:17]=[N:18][C:19]2[NH:20][C:21]3[CH:22]=[CH:23][CH:24]=[C:25]([CH:38]=3)[CH2:26][CH2:27][C:28]3[CH:36]=[C:32]([NH:33][C:34]=1[N:35]=2)[CH:31]=[C:30]([NH2:37])[CH:29]=3.[O:39]1[C:43]([C:44](Cl)=[O:45])=[CH:42][CH:41]=[N:40]1. No catalyst specified. The product is [F:1][C:2]([F:7])([F:6])[C:3]([OH:5])=[O:4].[Cl:15][C:16]1[CH:17]=[N:18][C:19]2[NH:20][C:21]3[CH:22]=[CH:23][CH:24]=[C:25]([CH:38]=3)[CH2:26][CH2:27][C:28]3[CH:36]=[C:32]([NH:33][C:34]=1[N:35]=2)[CH:31]=[C:30]([NH:37][C:44]([C:43]1[O:39][N:40]=[CH:41][CH:42]=1)=[O:45])[CH:29]=3. The yield is 0.450.